Dataset: Forward reaction prediction with 1.9M reactions from USPTO patents (1976-2016). Task: Predict the product of the given reaction. The product is: [F:29]/[C:15](/[C:11]1[CH:12]=[C:13]([CH3:14])[N:9]([CH2:8][C:5]2[CH:6]=[CH:7][C:2]([NH:31][CH3:30])=[N:3][CH:4]=2)[N:10]=1)=[CH:16]\[C:17]1[CH:22]=[CH:21][C:20]([O:23][C:24]([F:27])([F:26])[F:25])=[C:19]([F:28])[CH:18]=1. Given the reactants Cl[C:2]1[CH:7]=[CH:6][C:5]([CH2:8][N:9]2[C:13]([CH3:14])=[CH:12][C:11](/[C:15](/[F:29])=[CH:16]/[C:17]3[CH:22]=[CH:21][C:20]([O:23][C:24]([F:27])([F:26])[F:25])=[C:19]([F:28])[CH:18]=3)=[N:10]2)=[CH:4][N:3]=1.[CH3:30][NH2:31], predict the reaction product.